Dataset: Peptide-MHC class I binding affinity with 185,985 pairs from IEDB/IMGT. Task: Regression. Given a peptide amino acid sequence and an MHC pseudo amino acid sequence, predict their binding affinity value. This is MHC class I binding data. (1) The peptide sequence is SLNLAKEAV. The MHC is HLA-A69:01 with pseudo-sequence HLA-A69:01. The binding affinity (normalized) is 0.226. (2) The peptide sequence is ALKGTNESL. The MHC is HLA-A02:06 with pseudo-sequence HLA-A02:06. The binding affinity (normalized) is 0.436. (3) The peptide sequence is KLRPRWLDAR. The MHC is HLA-A31:01 with pseudo-sequence HLA-A31:01. The binding affinity (normalized) is 1.00. (4) The peptide sequence is MIYNSFNPY. The MHC is BoLA-T2a with pseudo-sequence BoLA-T2a. The binding affinity (normalized) is 0.0641. (5) The peptide sequence is SILSLETVKM. The MHC is HLA-A02:01 with pseudo-sequence HLA-A02:01. The binding affinity (normalized) is 0.336. (6) The peptide sequence is SEVALNVTESF. The MHC is Mamu-A11 with pseudo-sequence Mamu-A11. The binding affinity (normalized) is 0.188. (7) The peptide sequence is PLGFFPDHQL. The MHC is Patr-A0701 with pseudo-sequence Patr-A0701. The binding affinity (normalized) is 0.0101. (8) The peptide sequence is AYATAQEAY. The MHC is HLA-A23:01 with pseudo-sequence HLA-A23:01. The binding affinity (normalized) is 0. (9) The peptide sequence is WAPEGDIRL. The MHC is HLA-A31:01 with pseudo-sequence HLA-A31:01. The binding affinity (normalized) is 0.0847.